This data is from Full USPTO retrosynthesis dataset with 1.9M reactions from patents (1976-2016). The task is: Predict the reactants needed to synthesize the given product. (1) Given the product [CH2:71]([O:78][C:79](=[O:87])[CH2:80][C@@H:81]([NH:86][C:36](=[O:37])[CH2:35][CH2:34][CH2:33][CH2:32][CH2:31][CH2:30][CH2:29][O:28][CH2:27][C:26]1[CH:38]=[CH:39][C:40]([C:42]([F:43])([F:44])[F:45])=[CH:41][C:25]=1[F:24])[CH2:82][N:83]([CH3:84])[CH3:85])[C:72]1[CH:77]=[CH:76][CH:75]=[CH:74][CH:73]=1, predict the reactants needed to synthesize it. The reactants are: C(O)CCCCCCCO.FC1C=C(C(F)(F)F)C=CC=1CBr.[F:24][C:25]1[CH:41]=[C:40]([C:42]([F:45])([F:44])[F:43])[CH:39]=[CH:38][C:26]=1[CH2:27][O:28][CH2:29][CH2:30][CH2:31][CH2:32][CH2:33][CH2:34][CH2:35][CH2:36][OH:37].FC1C=C(C(F)(F)F)C=CC=1COCCCCCCCC(O)=O.Cl.Cl.[CH2:71]([O:78][C:79](=[O:87])[CH2:80][C@@H:81]([NH2:86])[CH2:82][N:83]([CH3:85])[CH3:84])[C:72]1[CH:77]=[CH:76][CH:75]=[CH:74][CH:73]=1. (2) The reactants are: [O:1]=[C:2]1[C:10]2[S:9][C:8]([NH:11][C:12](=[O:14])[CH3:13])=[N:7][C:6]=2[CH2:5][CH2:4][CH2:3]1.[Li+].C[Si]([N-][Si](C)(C)C)(C)C.[CH:25]1([C:30](N2C=CN=C2)=[O:31])[CH2:29][CH2:28]CC1. Given the product [CH:25]1([C:30]([CH:3]2[CH2:4][CH2:5][C:6]3[N:7]=[C:8]([NH:11][C:12](=[O:14])[CH3:13])[S:9][C:10]=3[C:2]2=[O:1])=[O:31])[CH2:29][CH2:28]1, predict the reactants needed to synthesize it. (3) Given the product [Cl:1][C:2]1[CH:3]=[C:4]([NH:19][C:20]2[C:30]3[CH:29]=[C:28]([C:31]([NH:34][CH2:35][CH2:36][CH2:37][N:38]4[CH:42]=[CH:41][N:40]=[CH:39]4)=[O:32])[CH2:27][CH2:26][NH:25][C:24]=3[N:23]=[CH:22][N:21]=2)[CH:5]=[CH:6][C:7]=1[O:8][C:9]1[CH:14]=[CH:13][CH:12]=[C:11]([C:15]([F:17])([F:18])[F:16])[CH:10]=1, predict the reactants needed to synthesize it. The reactants are: [Cl:1][C:2]1[CH:3]=[C:4]([NH:19][C:20]2[C:30]3[CH:29]=[C:28]([C:31](O)=[O:32])[CH2:27][CH2:26][NH:25][C:24]=3[N:23]=[CH:22][N:21]=2)[CH:5]=[CH:6][C:7]=1[O:8][C:9]1[CH:14]=[CH:13][CH:12]=[C:11]([C:15]([F:18])([F:17])[F:16])[CH:10]=1.[NH2:34][CH2:35][CH2:36][CH2:37][N:38]1[CH:42]=[CH:41][N:40]=[CH:39]1.ON1C2C=CC=CC=2N=N1.Cl.C(N=C=NCCCN(C)C)C. (4) Given the product [CH2:29]([NH:28][C:11]1[C:12]2[N:13]([C:15]([C:18]([NH:20][C:21]3[CH:26]=[CH:25][N:24]=[CH:23][C:22]=3[F:27])=[O:19])=[CH:16][N:17]=2)[N:14]=[C:9]([NH:8][C@H:5]2[CH2:4][CH2:3][C@H:2]([NH:1][C:39](=[O:40])[NH:38][C:35]3[CH:36]=[CH:37][C:32]([F:31])=[CH:33][CH:34]=3)[CH2:7][CH2:6]2)[CH:10]=1)[CH3:30], predict the reactants needed to synthesize it. The reactants are: [NH2:1][C@H:2]1[CH2:7][CH2:6][C@H:5]([NH:8][C:9]2[CH:10]=[C:11]([NH:28][CH2:29][CH3:30])[C:12]3[N:13]([C:15]([C:18]([NH:20][C:21]4[CH:26]=[CH:25][N:24]=[CH:23][C:22]=4[F:27])=[O:19])=[CH:16][N:17]=3)[N:14]=2)[CH2:4][CH2:3]1.[F:31][C:32]1[CH:37]=[CH:36][C:35]([N:38]=[C:39]=[O:40])=[CH:34][CH:33]=1. (5) Given the product [NH2:14][C:11]1[CH:10]=[CH:9][C:8]([CH2:7][C@@H:5]2[N:4]([C:17]([O:19][C:20]([CH3:23])([CH3:21])[CH3:22])=[O:18])[C:3](=[O:24])[C:2]([CH3:25])([CH3:1])[CH2:6]2)=[CH:13][CH:12]=1, predict the reactants needed to synthesize it. The reactants are: [CH3:1][C:2]1([CH3:25])[CH2:6][C@H:5]([CH2:7][C:8]2[CH:13]=[CH:12][C:11]([N+:14]([O-])=O)=[CH:10][CH:9]=2)[N:4]([C:17]([O:19][C:20]([CH3:23])([CH3:22])[CH3:21])=[O:18])[C:3]1=[O:24]. (6) Given the product [Cl:52][C:47]1[CH:46]=[C:45]([C:24]2([CH2:27][NH:28][C:29]([C:31]3[C:40]4[C:35](=[CH:36][CH:37]=[CH:38][CH:39]=4)[CH:34]=[C:33]([C:41]#[N:42])[C:32]=3[CH2:43][CH3:44])=[O:30])[CH2:25][CH2:26][NH:21][CH2:22][CH2:23]2)[CH:50]=[CH:49][C:48]=1[Cl:51], predict the reactants needed to synthesize it. The reactants are: C([O-])(=O)CC(CC([O-])=O)(C([O-])=O)O.C([N:21]1[CH2:26][CH2:25][C:24]([C:45]2[CH:50]=[CH:49][C:48]([Cl:51])=[C:47]([Cl:52])[CH:46]=2)([CH2:27][NH:28][C:29]([C:31]2[C:40]3[C:35](=[CH:36][CH:37]=[CH:38][CH:39]=3)[CH:34]=[C:33]([C:41]#[N:42])[C:32]=2[CH2:43][CH3:44])=[O:30])[CH2:23][CH2:22]1)(OC(C)(C)C)=O. (7) Given the product [C:9]([O:13][C:14]([N:16]1[CH2:17][CH2:18][N:19]([C:22]2[N:30]=[CH:29][N:28]=[C:27]3[C:23]=2[N:24]=[CH:25][N:26]3[CH3:1])[CH2:20][CH2:21]1)=[O:15])([CH3:12])([CH3:10])[CH3:11], predict the reactants needed to synthesize it. The reactants are: [C:1](=O)([O-])[O-].[K+].[K+].CI.[C:9]([O:13][C:14]([N:16]1[CH2:21][CH2:20][N:19]([C:22]2[N:30]=[CH:29][N:28]=[C:27]3[C:23]=2[N:24]=[CH:25][NH:26]3)[CH2:18][CH2:17]1)=[O:15])([CH3:12])([CH3:11])[CH3:10].C(OCC)(=O)C.